From a dataset of Forward reaction prediction with 1.9M reactions from USPTO patents (1976-2016). Predict the product of the given reaction. (1) Given the reactants [Si:1]([O:8][C@H:9]1[CH2:18][C:17]([CH3:20])([CH3:19])[CH2:16][C:15]2[N:14]=[C:13]([CH:21]([CH3:23])[CH3:22])[C:12]([CH:24]=[O:25])=[C:11]([I:26])[C:10]1=2)([C:4]([CH3:7])([CH3:6])[CH3:5])([CH3:3])[CH3:2].Br[C:28]1[CH:33]=[CH:32][C:31]([C:34]([F:40])([F:39])[C:35]([F:38])([F:37])[F:36])=[CH:30][CH:29]=1, predict the reaction product. The product is: [Si:1]([O:8][C@H:9]1[CH2:18][C:17]([CH3:19])([CH3:20])[CH2:16][C:15]2[N:14]=[C:13]([CH:21]([CH3:22])[CH3:23])[C:12]([C@H:24]([C:28]3[CH:29]=[CH:30][C:31]([C:34]([F:39])([F:40])[C:35]([F:37])([F:38])[F:36])=[CH:32][CH:33]=3)[OH:25])=[C:11]([I:26])[C:10]1=2)([C:4]([CH3:5])([CH3:6])[CH3:7])([CH3:3])[CH3:2]. (2) Given the reactants [F:1][C:2]1[CH:7]=[C:6]([C:8]2[O:9][C:10]([C:13]3[C:14]([C:19]4[CH:24]=[CH:23][CH:22]=[CH:21][CH:20]=4)=[N:15][O:16][C:17]=3[CH3:18])=[N:11][N:12]=2)[C:5]([O:25][CH3:26])=[CH:4][C:3]=1[N:27]1[CH2:32][CH2:31]S[CH2:29][CH2:28]1.[OH:33][S:34]([O-:37])(=O)=O.OS(O[O-])(=O)=O.OS(O[O-])(=O)=O.[O-]S([O-])(=O)=O.[K+].[K+].[K+].[K+].[K+].S(=O)(O)[O-].[Na+], predict the reaction product. The product is: [F:1][C:2]1[CH:7]=[C:6]([C:8]2[O:9][C:10]([C:13]3[C:14]([C:19]4[CH:24]=[CH:23][CH:22]=[CH:21][CH:20]=4)=[N:15][O:16][C:17]=3[CH3:18])=[N:11][N:12]=2)[C:5]([O:25][CH3:26])=[CH:4][C:3]=1[N:27]1[CH2:32][CH2:31][S:34](=[O:37])(=[O:33])[CH2:29][CH2:28]1. (3) Given the reactants [NH2:1][C:2]1[S:3][C:4]2[C:9]([N:10]=1)=[CH:8][CH:7]=[C:6]([O:11][C:12]1[CH:13]=[CH:14][C:15]([Cl:25])=[C:16]([NH:18][C:19](=[O:24])[C:20]([F:23])([F:22])[F:21])[CH:17]=1)[N:5]=2.[C:26](Cl)(=[O:28])[CH3:27], predict the reaction product. The product is: [C:26]([NH:1][C:2]1[S:3][C:4]2[C:9]([N:10]=1)=[CH:8][CH:7]=[C:6]([O:11][C:12]1[CH:13]=[CH:14][C:15]([Cl:25])=[C:16]([NH:18][C:19](=[O:24])[C:20]([F:22])([F:21])[F:23])[CH:17]=1)[N:5]=2)(=[O:28])[CH3:27]. (4) Given the reactants C1(P(C2C=CC=CC=2)C2C=CC=CC=2)C=CC=CC=1.[C:20]([O:24][C:25]([NH:27][CH:28]1[CH2:33][CH2:32][CH2:31][N:30]([C:34]([O:36][CH2:37][C:38]2[CH:43]=[CH:42][CH:41]=[CH:40][CH:39]=2)=[O:35])[CH:29]1[CH2:44][CH2:45]O)=[O:26])([CH3:23])([CH3:22])[CH3:21].C1(P([N:61]=[N+:62]=[N-:63])(C2C=CC=CC=2)=O)C=CC=CC=1.N(C(OCC)=O)=NC(OCC)=O, predict the reaction product. The product is: [N:61]([CH2:45][CH2:44][CH:29]1[CH:28]([NH:27][C:25]([O:24][C:20]([CH3:22])([CH3:23])[CH3:21])=[O:26])[CH2:33][CH2:32][CH2:31][N:30]1[C:34]([O:36][CH2:37][C:38]1[CH:39]=[CH:40][CH:41]=[CH:42][CH:43]=1)=[O:35])=[N+:62]=[N-:63]. (5) Given the reactants [C:1]1([S:7]([CH2:10][C:11](O)=O)(=[O:9])=[O:8])[CH:6]=[CH:5][CH:4]=[CH:3][CH:2]=1.[Br:14][C:15]1[CH:22]=[CH:21][C:18](C=O)=[CH:17][CH:16]=1, predict the reaction product. The product is: [C:1]1([S:7](/[CH:10]=[CH:11]/[C:18]2[CH:21]=[CH:22][C:15]([Br:14])=[CH:16][CH:17]=2)(=[O:9])=[O:8])[CH:6]=[CH:5][CH:4]=[CH:3][CH:2]=1. (6) The product is: [CH3:31][N:27]1[C:28]([CH3:30])=[CH:29][C:25]([CH2:24][N:15]2[C:16]([CH3:19])([CH3:20])[C:17](=[O:18])[N:13]([C:11]3[CH:10]=[N:9][N:8]([CH2:7][C:6]4[C:2]([CH3:1])=[N:3][O:4][C:5]=4[CH3:22])[CH:12]=3)[C:14]2=[O:21])=[N:26]1. Given the reactants [CH3:1][C:2]1[C:6]([CH2:7][N:8]2[CH:12]=[C:11]([N:13]3[C:17](=[O:18])[C:16]([CH3:20])([CH3:19])[NH:15][C:14]3=[O:21])[CH:10]=[N:9]2)=[C:5]([CH3:22])[O:4][N:3]=1.Cl[CH2:24][C:25]1[CH:29]=[C:28]([CH3:30])[N:27]([CH3:31])[N:26]=1, predict the reaction product. (7) Given the reactants [N+:1]([C:4]1[CH:9]=[CH:8][C:7]([C:10]2[O:14][N:13]=[CH:12][C:11]=2[CH2:15][CH2:16][C:17]([OH:19])=[O:18])=[CH:6][CH:5]=1)([O-:3])=[O:2].S(=O)(=O)(O)O.[CH3:25]O, predict the reaction product. The product is: [N+:1]([C:4]1[CH:5]=[CH:6][C:7]([C:10]2[O:14][N:13]=[CH:12][C:11]=2[CH2:15][CH2:16][C:17]([O:19][CH3:25])=[O:18])=[CH:8][CH:9]=1)([O-:3])=[O:2].